Dataset: Reaction yield outcomes from USPTO patents with 853,638 reactions. Task: Predict the reaction yield, written as a fraction of the theoretical maximum amount of product (1.0 means a 100% yield; for example, 0.34 means a 34% yield). The reactants are CS(C)=O.C(Cl)(=O)C(Cl)=O.[OH:11][CH:12]1[C:16]2[N:17]=[CH:18][N:19]=[C:20]([N:21]3[CH2:26][CH2:25][N:24]([C:27]([O:29][C:30]([CH3:33])([CH3:32])[CH3:31])=[O:28])[CH2:23][CH2:22]3)[C:15]=2[C@H:14]([CH3:34])[CH2:13]1.C(N(CC)CC)C. The catalyst is C(Cl)Cl.CCOC(C)=O.O. The product is [CH3:34][C@H:14]1[C:15]2[C:20]([N:21]3[CH2:26][CH2:25][N:24]([C:27]([O:29][C:30]([CH3:33])([CH3:32])[CH3:31])=[O:28])[CH2:23][CH2:22]3)=[N:19][CH:18]=[N:17][C:16]=2[C:12](=[O:11])[CH2:13]1. The yield is 0.823.